From a dataset of Experimentally validated miRNA-target interactions with 360,000+ pairs, plus equal number of negative samples. Binary Classification. Given a miRNA mature sequence and a target amino acid sequence, predict their likelihood of interaction. The miRNA is hsa-miR-6765-5p with sequence GUGAGGCGGGGCCAGGAGGGUGUGU. The protein sequence of the target gene is MSVDPACPQSLPCFEASDCKESSPMPVICGPEENYPSLQMSSAEMPHTETVSPLPSSMDLLIQDSPDSSTSPKGKQPTSAEKSVAKKEDKVPVKKQKTRTVFSSTQLCVLNDRFQRQKYLSLQQMQELSNILNLSYKQVKTWFQNQRMKSKRWQKNNWPKNSNGVTQKASAPTYPSLYSSYHQGCLVNPTGNLPMWSNQTWNNSTWSNQTQNIQSWSNHSWNTQTWCTQSWNNQAWNSPFYNCGEESLQSCMQFQPNSPASDLEAALEAAGEGLNVIQQTTRYFSTPQTMDLFLNYSMNM.... Result: 0 (no interaction).